Dataset: Catalyst prediction with 721,799 reactions and 888 catalyst types from USPTO. Task: Predict which catalyst facilitates the given reaction. (1) Reactant: [CH:1]([C:4]1[CH:5]=[C:6]([CH:32]=[CH:33][CH:34]=1)[CH2:7][N:8]1[C@@H:16]2[C@H:11]([C@H:12]([CH2:19][C:20]3[CH:21]=[CH:22][C:23]([O:29]C)=[C:24]([CH:28]=3)[C:25]([OH:27])=[O:26])[CH2:13][S:14](=[O:18])(=[O:17])[CH2:15]2)[O:10][C:9]1=[O:31])([CH3:3])[CH3:2].B(Br)(Br)Br.CO. Product: [OH:29][C:23]1[CH:22]=[CH:21][C:20]([CH2:19][C@H:12]2[C@H:11]3[C@@H:16]([N:8]([CH2:7][C:6]4[CH:32]=[CH:33][CH:34]=[C:4]([CH:1]([CH3:2])[CH3:3])[CH:5]=4)[C:9](=[O:31])[O:10]3)[CH2:15][S:14](=[O:18])(=[O:17])[CH2:13]2)=[CH:28][C:24]=1[C:25]([OH:27])=[O:26]. The catalyst class is: 2. (2) Reactant: Cl[CH2:2][C:3]1[CH:8]=[C:7]([N:9]2[CH:13]=[CH:12][CH:11]=[CH:10]2)[CH:6]=[CH:5][N:4]=1.[CH3:14][NH2:15]. Product: [CH3:14][NH:15][CH2:2][C:3]1[CH:8]=[C:7]([N:9]2[CH:13]=[CH:12][CH:11]=[CH:10]2)[CH:6]=[CH:5][N:4]=1. The catalyst class is: 32. (3) Reactant: C(Cl)(=O)C(Cl)=O.[Cl:7][C:8]1[CH:16]=[CH:15][C:11]([C:12](O)=[O:13])=[CH:10][N:9]=1.Cl.[CH3:18][NH:19][O:20][CH3:21].C(N(CC)CC)C. Product: [Cl:7][C:8]1[CH:16]=[CH:15][C:11]([C:12]([N:19]([O:20][CH3:21])[CH3:18])=[O:13])=[CH:10][N:9]=1. The catalyst class is: 217. (4) Reactant: [CH:1]1([NH:4][C:5](=[O:22])[C:6]2[CH:11]=[CH:10][C:9]([CH3:12])=[C:8](B3OC(C)(C)C(C)(C)O3)[CH:7]=2)[CH2:3][CH2:2]1.Br[C:24]1[CH:25]=[C:26]2[C:31](=[CH:32][CH:33]=1)[C:30]([N:34]1[CH:38]([CH3:39])[CH2:37][CH2:36][C@@H:35]1[C:40]([NH:42][CH:43]([CH3:45])[CH3:44])=[O:41])=[N:29][N:28]=[CH:27]2.C(O)C.C(=O)([O-])[O-].[K+].[K+].O. Product: [CH:1]1([NH:4][C:5]([C:6]2[CH:11]=[CH:10][C:9]([CH3:12])=[C:8]([C:24]3[CH:25]=[C:26]4[C:31](=[CH:32][CH:33]=3)[C:30]([N:34]3[CH:38]([CH3:39])[CH2:37][CH2:36][C@@H:35]3[C:40]([NH:42][CH:43]([CH3:45])[CH3:44])=[O:41])=[N:29][N:28]=[CH:27]4)[CH:7]=2)=[O:22])[CH2:2][CH2:3]1. The catalyst class is: 535. (5) Product: [CH2:19]([O:18][C:16](=[O:17])[N:2]([C@H:3]1[CH2:8][CH2:7][C@@H:6]([OH:9])[CH2:5][CH2:4]1)[CH3:1])[C:20]1[CH:25]=[CH:24][CH:23]=[CH:22][CH:21]=1. Reactant: [CH3:1][NH:2][C@@H:3]1[CH2:8][CH2:7][C@H:6]([OH:9])[CH2:5][CH2:4]1.C([O-])(O)=O.[Na+].Cl[C:16]([O:18][CH2:19][C:20]1[CH:25]=[CH:24][CH:23]=[CH:22][CH:21]=1)=[O:17]. The catalyst class is: 25.